Dataset: Full USPTO retrosynthesis dataset with 1.9M reactions from patents (1976-2016). Task: Predict the reactants needed to synthesize the given product. (1) The reactants are: [CH2:1]([C:5]1[N:6]=[N:7][C:8]([Cl:11])=[CH:9][CH:10]=1)[CH2:2][C:3]#[CH:4].[Cl:12][C:13]1[CH:18]=[CH:17][C:16]([C:19]2[CH:20]=[CH:21][C:22](I)=[N:23][CH:24]=2)=[CH:15][CH:14]=1.C(NC(C)C)(C)C.CO. Given the product [Cl:11][C:8]1[N:7]=[N:6][C:5]([CH2:1][CH2:2][C:3]#[C:4][C:22]2[CH:21]=[CH:20][C:19]([C:16]3[CH:17]=[CH:18][C:13]([Cl:12])=[CH:14][CH:15]=3)=[CH:24][N:23]=2)=[CH:10][CH:9]=1, predict the reactants needed to synthesize it. (2) The reactants are: [OH:1][CH2:2][CH2:3][N:4]1[C:8]([CH2:9][C:10]([OH:13])([CH3:12])[CH3:11])=[CH:7][C:6]([C:14]([O:16][CH2:17][CH3:18])=[O:15])=[N:5]1.[H-].[Na+].I[CH3:22]. Given the product [OH:13][C:10]([CH3:12])([CH3:11])[CH2:9][C:8]1[N:4]([CH2:3][CH2:2][O:1][CH3:22])[N:5]=[C:6]([C:14]([O:16][CH2:17][CH3:18])=[O:15])[CH:7]=1, predict the reactants needed to synthesize it. (3) Given the product [CH3:10][O:11][C:12]1[C:13]([N:25]2[CH2:30][CH2:29][O:28][CH2:27][CH2:26]2)=[N:14][C:15]([C:18]2[CH:23]=[CH:22][C:21]([O:24][C:8](=[O:9])[NH:7][C:1]3[CH:6]=[CH:5][CH:4]=[CH:3][CH:2]=3)=[CH:20][CH:19]=2)=[N:16][CH:17]=1, predict the reactants needed to synthesize it. The reactants are: [C:1]1([N:7]=[C:8]=[O:9])[CH:6]=[CH:5][CH:4]=[CH:3][CH:2]=1.[CH3:10][O:11][C:12]1[C:13]([N:25]2[CH2:30][CH2:29][O:28][CH2:27][CH2:26]2)=[N:14][C:15]([C:18]2[CH:23]=[CH:22][C:21]([OH:24])=[CH:20][CH:19]=2)=[N:16][CH:17]=1. (4) Given the product [CH3:17][C:16]1[O:15][N:14]=[C:13]([C:18]2[CH:19]=[CH:20][CH:21]=[CH:22][CH:23]=2)[C:12]=1[CH2:11][O:10][C:7]1[CH:6]=[C:5]([C:3]([OH:4])=[O:2])[O:9][N:8]=1, predict the reactants needed to synthesize it. The reactants are: C[O:2][C:3]([C:5]1[O:9][N:8]=[C:7]([O:10][CH2:11][C:12]2[C:13]([C:18]3[CH:23]=[CH:22][CH:21]=[CH:20][CH:19]=3)=[N:14][O:15][C:16]=2[CH3:17])[CH:6]=1)=[O:4].[OH-].[Na+].Cl.